From a dataset of Reaction yield outcomes from USPTO patents with 853,638 reactions. Predict the reaction yield, written as a fraction of the theoretical maximum amount of product (1.0 means a 100% yield; for example, 0.34 means a 34% yield). (1) The reactants are [CH2:1]([NH:3][C:4]([NH:6][C:7]1[CH:12]=[CH:11][C:10](NC2N=C(N[C:10]3[CH:11]=[CH:12][C:7]([NH:6][C:4]([NH:3][CH2:1][CH3:2])=[O:5])=[CH:8][CH:9]=3)C(F)=CN=2)=[CH:9][CH:8]=1)=[O:5])[CH3:2].[NH2:34]C1C=CC=C(N)C=1.C(N=C=O)C.C(=O)([O-])[O-].[K+].[K+]. No catalyst specified. The product is [CH2:1]([NH:3][C:4]([NH:6][C:7]1[CH:12]=[C:11]([CH:10]=[CH:9][CH:8]=1)[NH2:34])=[O:5])[CH3:2]. The yield is 0.830. (2) The reactants are C1(P(C2C=CC=CC=2)C2C=CC=CC=2)C=CC=CC=1.[S:20]1[CH:24]=[CH:23][C:22]2[CH:25]([CH2:29][CH2:30]O)[CH2:26][CH2:27][CH2:28][C:21]1=2.C(Cl)(Cl)(Cl)[Cl:33].C(#N)C. No catalyst specified. The product is [Cl:33][CH2:30][CH2:29][CH:25]1[C:22]2[CH:23]=[CH:24][S:20][C:21]=2[CH2:28][CH2:27][CH2:26]1. The yield is 0.560.